Predict which catalyst facilitates the given reaction. From a dataset of Catalyst prediction with 721,799 reactions and 888 catalyst types from USPTO. (1) Product: [C:25]([O:29][C:30](=[O:31])[NH:32][C@@H:33]([CH:37]1[CH2:38][CH2:39][CH2:40][CH2:41][CH2:42]1)[C:34]([N:17]1[C@H:16]([C:14](=[O:15])[NH:13][C@H:6]2[C:7]3[C:12](=[CH:11][CH:10]=[CH:9][CH:8]=3)[O:3][CH2:4][CH2:5]2)[CH2:21][N:20]2[CH2:22][CH2:23][CH2:24][C@H:19]2[CH2:18]1)=[O:35])([CH3:28])([CH3:26])[CH3:27]. The catalyst class is: 39. Reactant: Cl.Cl.[O:3]1[C:12]2[C:7](=[CH:8][CH:9]=[CH:10][CH:11]=2)[C@H:6]([NH:13][C:14]([C@@H:16]2[CH2:21][N:20]3[CH2:22][CH2:23][CH2:24][C@H:19]3[CH2:18][NH:17]2)=[O:15])[CH2:5][CH2:4]1.[C:25]([O:29][C:30]([NH:32][C@@H:33]([CH:37]1[CH2:42][CH2:41][CH2:40][CH2:39][CH2:38]1)[C:34](O)=[O:35])=[O:31])([CH3:28])([CH3:27])[CH3:26].C(N(C(C)C)C(C)C)C.F[P-](F)(F)(F)(F)F.N1(OC(N(C)C)=[N+](C)C)C2N=CC=CC=2N=N1. (2) Reactant: [Br:1][C:2]1[CH:7]=[CH:6][CH:5]=[C:4]([Br:8])[C:3]=1[CH3:9].[Br:10]N1C(=O)CCC1=O. Product: [Br:1][C:2]1[CH:7]=[CH:6][CH:5]=[C:4]([Br:8])[C:3]=1[CH2:9][Br:10]. The catalyst class is: 340. (3) Reactant: N[C:2]1[N:6]([C:7]2[CH:16]=[C:15]3[C:10]([CH2:11][CH2:12][N:13]([C:17]([O:19][C:20]([CH3:23])([CH3:22])[CH3:21])=[O:18])[CH2:14]3)=[CH:9][CH:8]=2)[N:5]=[C:4]([C:24]([CH3:27])([CH3:26])[CH3:25])[CH:3]=1.[C:28](Cl)([O:30][CH2:31][C:32]([Cl:35])([Cl:34])[Cl:33])=[O:29].C([O-])(O)=O.[Na+]. Product: [C:24]([C:4]1[CH:3]=[C:2]([C:28]([O:30][CH2:31][C:32]([Cl:35])([Cl:34])[Cl:33])=[O:29])[N:6]([C:7]2[CH:16]=[C:15]3[C:10]([CH2:11][CH2:12][N:13]([C:17]([O:19][C:20]([CH3:21])([CH3:23])[CH3:22])=[O:18])[CH2:14]3)=[CH:9][CH:8]=2)[N:5]=1)([CH3:26])([CH3:27])[CH3:25]. The catalyst class is: 25. (4) Reactant: Cl[C:2]1[CH:7]=[C:6]([NH2:8])[C:5]([I:9])=[CH:4][N:3]=1.CO[C:12]1[CH:19]=[CH:18][C:15]([CH2:16][NH2:17])=[CH:14][CH:13]=1.C([O-])([O-])=O.[K+].[K+]. Product: [CH2:16]([NH:17][C:2]1[CH:7]=[C:6]([NH2:8])[C:5]([I:9])=[CH:4][N:3]=1)[C:15]1[CH:18]=[CH:19][CH:12]=[CH:13][CH:14]=1. The catalyst class is: 44. (5) Reactant: [NH2:1][C:2]1[C:7]([C:8]([NH2:10])=[O:9])=[CH:6][N:5]=[CH:4][N:3]=1.CO[C:13](=O)[CH2:14][O:15][CH2:16][CH2:17][C:18]1[CH:23]=[CH:22][CH:21]=[C:20]([F:24])[CH:19]=1.[Li+].C[Si]([N-][Si](C)(C)C)(C)C. Product: [F:24][C:20]1[CH:19]=[C:18]([CH2:17][CH2:16][O:15][CH2:14][C:13]2[NH:10][C:8](=[O:9])[C:7]3[C:2]([N:1]=2)=[N:3][CH:4]=[N:5][CH:6]=3)[CH:23]=[CH:22][CH:21]=1. The catalyst class is: 1. (6) Reactant: [F:1][C:2]([F:35])([F:34])[C:3]1[CH:8]=[C:7]([C:9]2[CH:14]=[CH:13][C:12]([C:15]([F:18])([F:17])[F:16])=[CH:11][CH:10]=2)[N:6]=[C:5]([C:19]2[CH:24]=[CH:23][N:22]=[C:21]([C:25]3[S:29][C:28]([S:30]([NH2:33])(=[O:32])=[O:31])=[CH:27][CH:26]=3)[CH:20]=2)[N:4]=1.[C:36](O[C:36](=[O:39])[CH2:37][CH3:38])(=[O:39])[CH2:37][CH3:38].C(O)(=O)CC. Product: [C:36]([NH:33][S:30]([C:28]1[S:29][C:25]([C:21]2[CH:20]=[C:19]([C:5]3[N:4]=[C:3]([C:2]([F:1])([F:34])[F:35])[CH:8]=[C:7]([C:9]4[CH:14]=[CH:13][C:12]([C:15]([F:18])([F:17])[F:16])=[CH:11][CH:10]=4)[N:6]=3)[CH:24]=[CH:23][N:22]=2)=[CH:26][CH:27]=1)(=[O:32])=[O:31])(=[O:39])[CH2:37][CH3:38]. The catalyst class is: 250.